From a dataset of Reaction yield outcomes from USPTO patents with 853,638 reactions. Predict the reaction yield, written as a fraction of the theoretical maximum amount of product (1.0 means a 100% yield; for example, 0.34 means a 34% yield). (1) The reactants are C([O:8][CH2:9][CH2:10][CH2:11][CH2:12][O:13][C:14]1[CH:19]=[C:18]([CH3:20])[C:17]([NH:21][C:22]([CH:24]2[C:29]([CH3:31])([CH3:30])[CH2:28][O:27]C(C3C=CC=CC=3)[O:25]2)=[O:23])=[C:16]([CH3:38])[CH:15]=1)C1C=CC=CC=1. The catalyst is CCO.[Pd]. The product is [OH:25][CH:24]([C:29]([CH3:31])([CH3:30])[CH2:28][OH:27])[C:22]([NH:21][C:17]1[C:18]([CH3:20])=[CH:19][C:14]([O:13][CH2:12][CH2:11][CH2:10][CH2:9][OH:8])=[CH:15][C:16]=1[CH3:38])=[O:23]. The yield is 0.840. (2) The reactants are [Cl:1][C:2]1[CH:11]=[C:10]([C:12](N(OC)C)=[O:13])[C:9]([N:18]2[CH2:22][CH2:21][CH2:20][C@@H:19]2[CH2:23][O:24][CH3:25])=[C:8]2[C:3]=1[CH:4]=[CH:5][CH:6]=[N:7]2.[CH3:26][Mg]Br. The catalyst is O1CCCC1. The product is [Cl:1][C:2]1[CH:11]=[C:10]([C:12](=[O:13])[CH3:26])[C:9]([N:18]2[CH2:22][CH2:21][CH2:20][C@@H:19]2[CH2:23][O:24][CH3:25])=[C:8]2[C:3]=1[CH:4]=[CH:5][CH:6]=[N:7]2. The yield is 0.120.